This data is from Full USPTO retrosynthesis dataset with 1.9M reactions from patents (1976-2016). The task is: Predict the reactants needed to synthesize the given product. Given the product [F:1][C:2]1[CH:10]=[C:9]2[C:5]([CH2:6][CH2:7][N:8]2[CH:11]2[CH2:16][CH2:15][N:14]([C:18]3[N:23]=[N:22][C:21]([N:24]4[CH:28]=[C:27]([CH2:29][OH:30])[N:26]=[CH:25]4)=[CH:20][CH:19]=3)[CH2:13][CH2:12]2)=[CH:4][CH:3]=1, predict the reactants needed to synthesize it. The reactants are: [F:1][C:2]1[CH:10]=[C:9]2[C:5]([CH2:6][CH2:7][N:8]2[CH:11]2[CH2:16][CH2:15][NH:14][CH2:13][CH2:12]2)=[CH:4][CH:3]=1.Cl[C:18]1[N:23]=[N:22][C:21]([N:24]2[CH:28]=[C:27]([CH2:29][OH:30])[N:26]=[CH:25]2)=[CH:20][CH:19]=1.CCN(C(C)C)C(C)C.O.